This data is from Forward reaction prediction with 1.9M reactions from USPTO patents (1976-2016). The task is: Predict the product of the given reaction. (1) The product is: [F:35][C:9]1([C:21]([O:23][CH3:24])=[O:22])[CH:8]([C:5]2[CH:4]=[CH:3][C:2]([F:1])=[CH:7][CH:6]=2)[CH2:13][CH2:12][N:11]([C:14]([O:16][C:17]([CH3:18])([CH3:19])[CH3:20])=[O:15])[CH2:10]1. Given the reactants [F:1][C:2]1[CH:7]=[CH:6][C:5]([C@@H:8]2[CH2:13][CH2:12][N:11]([C:14]([O:16][C:17]([CH3:20])([CH3:19])[CH3:18])=[O:15])[CH2:10][C@H:9]2[C:21]([O:23][CH3:24])=[O:22])=[CH:4][CH:3]=1.C[Si]([N-][Si](C)(C)C)(C)C.[Li+].[F:35]NS(C1C=CC=CC=1)(=O)=O, predict the reaction product. (2) Given the reactants [Cl:1][C:2]1[C:3]([OH:11])=[C:4]([C:8](=O)[CH3:9])[CH:5]=[CH:6][CH:7]=1.C([N:19]1[CH2:24][CH2:23][C:22](=O)[CH2:21][CH2:20]1)(OC(C)(C)C)=O.N1CCCC1, predict the reaction product. The product is: [Cl-:1].[Cl:1][C:2]1[CH:7]=[CH:6][CH:5]=[C:4]2[C:3]=1[O:11][C:22]1([CH2:23][CH2:24][NH2+:19][CH2:20][CH2:21]1)[CH2:9][CH2:8]2. (3) Given the reactants [OH:1][C@H:2]1[CH2:6][N:5]([C:7]([O:9][C:10]([CH3:13])([CH3:12])[CH3:11])=[O:8])[C@H:4]([CH2:14][OH:15])[CH2:3]1.CCN(CC)CC.[CH3:23][C:24]([Si:27](Cl)([CH3:29])[CH3:28])([CH3:26])[CH3:25], predict the reaction product. The product is: [Si:27]([O:15][CH2:14][C@@H:4]1[CH2:3][C@@H:2]([OH:1])[CH2:6][N:5]1[C:7]([O:9][C:10]([CH3:11])([CH3:12])[CH3:13])=[O:8])([C:24]([CH3:26])([CH3:25])[CH3:23])([CH3:29])[CH3:28]. (4) Given the reactants [C@@H:1]12[CH2:6][C@@H:5]1[CH2:4][NH:3][C@@H:2]2[CH2:7][NH:8][C:9]([C:11]1[CH:12]=[CH:13][CH:14]=[C:15]2[O:19][CH:18]=[CH:17][C:16]=12)=[O:10].[CH3:20][C:21]1[S:22][C:23]([C:29]2[CH:34]=[CH:33][CH:32]=[CH:31][C:30]=2[C:35]([F:38])([F:37])[F:36])=[C:24]([C:26](O)=[O:27])[N:25]=1, predict the reaction product. The product is: [CH3:20][C:21]1[S:22][C:23]([C:29]2[CH:34]=[CH:33][CH:32]=[CH:31][C:30]=2[C:35]([F:38])([F:36])[F:37])=[C:24]([C:26]([N:3]2[CH2:4][C@@H:5]3[C@@H:1]([CH2:6]3)[C@H:2]2[CH2:7][NH:8][C:9]([C:11]2[CH:12]=[CH:13][CH:14]=[C:15]3[O:19][CH:18]=[CH:17][C:16]=23)=[O:10])=[O:27])[N:25]=1. (5) Given the reactants [NH2:1][C:2]1[N:11]=[CH:10][C:9]2[C:4](=[CH:5][CH:6]=[C:7]([N+:12]([O-])=O)[CH:8]=2)[N:3]=1.[H][H], predict the reaction product. The product is: [NH2:1][C:2]1[N:11]=[CH:10][C:9]2[C:4](=[CH:5][CH:6]=[C:7]([NH2:12])[CH:8]=2)[N:3]=1. (6) The product is: [O:1]1[CH2:6][CH2:5][N:4]([C:7]2[N:12]=[C:11]([N:13]3[CH2:14][CH2:15][O:16][CH2:17][CH2:18]3)[N:10]=[C:9]([C:19]3[CH:20]=[CH:21][C:22]([NH:25][C:26]([NH:27][C:28]4[CH:36]=[CH:35][C:31]([C:32]([N:71]5[CH2:76][CH2:75][NH:74][CH2:73][CH2:72]5)=[O:33])=[CH:30][CH:29]=4)=[O:37])=[CH:23][CH:24]=3)[N:8]=2)[CH2:3][CH2:2]1. Given the reactants [O:1]1[CH2:6][CH2:5][N:4]([C:7]2[N:12]=[C:11]([N:13]3[CH2:18][CH2:17][O:16][CH2:15][CH2:14]3)[N:10]=[C:9]([C:19]3[CH:24]=[CH:23][C:22]([NH:25][C:26](=[O:37])[NH:27][C:28]4[CH:36]=[CH:35][C:31]([C:32](O)=[O:33])=[CH:30][CH:29]=4)=[CH:21][CH:20]=3)[N:8]=2)[CH2:3][CH2:2]1.CCN(C(C)C)C(C)C.CN(C(ON1N=NC2C=CC=CC1=2)=[N+](C)C)C.F[P-](F)(F)(F)(F)F.[NH:71]1[CH2:76][CH2:75][NH:74][CH2:73][CH2:72]1, predict the reaction product.